This data is from Reaction yield outcomes from USPTO patents with 853,638 reactions. The task is: Predict the reaction yield, written as a fraction of the theoretical maximum amount of product (1.0 means a 100% yield; for example, 0.34 means a 34% yield). (1) The reactants are [Br:1][C:2]1[CH:3]=[C:4]([CH2:11][C:12]2[CH:17]=[CH:16][C:15]([CH:18]3[CH2:20][CH2:19]3)=[CH:14][CH:13]=2)[C:5]([Cl:10])=[C:6]([OH:9])[C:7]=1[OH:8].Br[CH2:22]Br.C([O-])([O-])=O.[Cs+].[Cs+]. The catalyst is CN(C=O)C. The product is [Br:1][C:2]1[C:7]2[O:8][CH2:22][O:9][C:6]=2[C:5]([Cl:10])=[C:4]([CH2:11][C:12]2[CH:17]=[CH:16][C:15]([CH:18]3[CH2:19][CH2:20]3)=[CH:14][CH:13]=2)[CH:3]=1. The yield is 0.650. (2) The reactants are Cl[C:2]1[C:11]2[C:6](=[CH:7][C:8]([O:14][CH2:15][CH2:16][CH2:17][S:18]([CH3:21])(=[O:20])=[O:19])=[C:9]([O:12][CH3:13])[CH:10]=2)[N:5]=[CH:4][N:3]=1.C(=O)([O-])[O-].[K+].[K+].[OH:28][C:29]1[CH:38]=[C:37]2[C:32]([CH:33]=[CH:34][CH:35]=[N:36]2)=[CH:31][CH:30]=1. The yield is 0.810. The product is [CH3:13][O:12][C:9]1[CH:10]=[C:11]2[C:6](=[CH:7][C:8]=1[O:14][CH2:15][CH2:16][CH2:17][S:18]([CH3:21])(=[O:20])=[O:19])[N:5]=[CH:4][N:3]=[C:2]2[O:28][C:29]1[CH:38]=[C:37]2[C:32]([CH:33]=[CH:34][CH:35]=[N:36]2)=[CH:31][CH:30]=1. The catalyst is CN(C=O)C. (3) The reactants are [F:1][C:2]1[N:6]([CH3:7])[N:5]=[C:4]([CH3:8])[C:3]=1[C:9](Cl)=[O:10].[CH3:12][Si:13]([CH3:31])([C:25]1[CH:30]=[CH:29][CH:28]=[CH:27][CH:26]=1)[C:14]1[CH:24]=[CH:23][CH:22]=[CH:21][C:15]=1[CH2:16][NH:17][CH:18]1[CH2:20][CH2:19]1.C(N(CC)CC)C. The catalyst is O1CCCC1. The product is [CH:18]1([N:17]([CH2:16][C:15]2[CH:21]=[CH:22][CH:23]=[CH:24][C:14]=2[Si:13]([CH3:31])([CH3:12])[C:25]2[CH:30]=[CH:29][CH:28]=[CH:27][CH:26]=2)[C:9]([C:3]2[C:4]([CH3:8])=[N:5][N:6]([CH3:7])[C:2]=2[F:1])=[O:10])[CH2:20][CH2:19]1. The yield is 0.240. (4) The reactants are [CH3:1][O:2][C:3]1[CH:12]=[CH:11][C:6]2[C:7](=[O:10])[CH2:8][O:9][C:5]=2[C:4]=1[CH2:13][CH:14]1[CH2:19][CH2:18][N:17]([C:20]([O:22][C:23]([CH3:26])([CH3:25])[CH3:24])=[O:21])[CH2:16][CH2:15]1.[NH:27]1[C:35]2[C:30](=[CH:31][CH:32]=[CH:33][CH:34]=2)[C:29]([CH:36]=O)=[N:28]1.N1CCCCC1. The catalyst is CO. The product is [NH:27]1[C:35]2[C:30](=[CH:31][CH:32]=[CH:33][CH:34]=2)[C:29](/[CH:36]=[C:8]2\[O:9][C:5]3[C:4]([CH2:13][CH:14]4[CH2:19][CH2:18][N:17]([C:20]([O:22][C:23]([CH3:26])([CH3:25])[CH3:24])=[O:21])[CH2:16][CH2:15]4)=[C:3]([O:2][CH3:1])[CH:12]=[CH:11][C:6]=3[C:7]\2=[O:10])=[N:28]1. The yield is 0.750. (5) The reactants are Br[C:2]1[CH:7]=[CH:6][C:5]([C:8]2[N:9]=[C:10]([N:13]3[CH:17]([C:18]([F:21])([F:20])[F:19])[CH2:16][O:15][C:14]3=[O:22])[S:11][CH:12]=2)=[CH:4][CH:3]=1.O.[CH3:24][N:25](C=O)C. The catalyst is C(OCC)(=O)C.[C-]#N.[Zn+2].[C-]#N.C1C=CC([P]([Pd]([P](C2C=CC=CC=2)(C2C=CC=CC=2)C2C=CC=CC=2)([P](C2C=CC=CC=2)(C2C=CC=CC=2)C2C=CC=CC=2)[P](C2C=CC=CC=2)(C2C=CC=CC=2)C2C=CC=CC=2)(C2C=CC=CC=2)C2C=CC=CC=2)=CC=1. The product is [O:22]=[C:14]1[N:13]([C:10]2[S:11][CH:12]=[C:8]([C:5]3[CH:6]=[CH:7][C:2]([C:24]#[N:25])=[CH:3][CH:4]=3)[N:9]=2)[CH:17]([C:18]([F:21])([F:20])[F:19])[CH2:16][O:15]1. The yield is 0.720. (6) The reactants are [CH:1]1([N:4]([CH:41]2[CH2:43][CH2:42]2)[C:5]([C:7]2[N:38]([CH2:39][CH3:40])[C:10]3=[N:11][C:12]([N:19](CC4C=CC(OC)=CC=4OC)C(=O)OC(C)(C)C)=[C:13]4[N:17]=[CH:16][N:15]([CH3:18])[C:14]4=[C:9]3[CH:8]=2)=[O:6])[CH2:3][CH2:2]1.C(O)(C(F)(F)F)=O. The catalyst is ClCCl. The product is [NH2:19][C:12]1[N:11]=[C:10]2[N:38]([CH2:39][CH3:40])[C:7]([C:5]([N:4]([CH:41]3[CH2:43][CH2:42]3)[CH:1]3[CH2:3][CH2:2]3)=[O:6])=[CH:8][C:9]2=[C:14]2[N:15]([CH3:18])[CH:16]=[N:17][C:13]=12. The yield is 0.790.